Dataset: Full USPTO retrosynthesis dataset with 1.9M reactions from patents (1976-2016). Task: Predict the reactants needed to synthesize the given product. (1) Given the product [N:24]1([CH2:30][CH2:31][NH:32][C:18]([C:12]2[CH:11]=[C:10]3[C:15]([C:16](=[O:17])[N:7]([CH2:6][C:5]4[CH:22]=[CH:23][C:2]([Cl:1])=[CH:3][CH:4]=4)[C:8](=[O:21])[NH:9]3)=[CH:14][CH:13]=2)=[O:19])[CH2:29][CH2:28][CH2:27][CH2:26][CH2:25]1, predict the reactants needed to synthesize it. The reactants are: [Cl:1][C:2]1[CH:23]=[CH:22][C:5]([CH2:6][N:7]2[C:16](=[O:17])[C:15]3[C:10](=[CH:11][C:12]([C:18](O)=[O:19])=[CH:13][CH:14]=3)[NH:9][C:8]2=[O:21])=[CH:4][CH:3]=1.[N:24]1([CH2:30][CH2:31][NH2:32])[CH2:29][CH2:28][CH2:27][CH2:26][CH2:25]1. (2) The reactants are: Br[C:2]1[CH:3]=[CH:4][C:5]([C:8]2[CH2:12][CH:11]([CH2:13][S:14]([CH2:17][CH2:18][C:19]3[CH:24]=[CH:23][N:22]=[CH:21][CH:20]=3)(=[O:16])=[O:15])[O:10][N:9]=2)=[N:6][CH:7]=1.[F:25][C:26]1[CH:27]=[C:28]([N:46]2[CH2:50][C@H:49]([CH2:51][N:52]3[CH:56]=[CH:55][N:54]=[N:53]3)[O:48][C:47]2=[O:57])[CH:29]=[CH:30][C:31]=1C1C=[N+]([O-])C(C2CC(CO)ON=2)=CC=1.C(=O)([O-])[O-].[K+].[K+]. Given the product [F:25][C:26]1[CH:27]=[C:28]([N:46]2[CH2:50][C@H:49]([CH2:51][N:52]3[CH:56]=[CH:55][N:54]=[N:53]3)[O:48][C:47]2=[O:57])[CH:29]=[CH:30][C:31]=1[C:2]1[CH:7]=[N:6][C:5]([C:8]2[CH2:12][CH:11]([CH2:13][S:14]([CH2:17][CH2:18][C:19]3[CH:24]=[CH:23][N:22]=[CH:21][CH:20]=3)(=[O:16])=[O:15])[O:10][N:9]=2)=[CH:4][CH:3]=1, predict the reactants needed to synthesize it.